This data is from Full USPTO retrosynthesis dataset with 1.9M reactions from patents (1976-2016). The task is: Predict the reactants needed to synthesize the given product. Given the product [C:14]([O:18][C:19]([N:21]1[CH2:22][CH2:23][N:24]([C:27]2[C:32]3[N:33]([CH2:38][C:39]#[C:40][CH3:41])[C:34](=[O:37])[N:35]([CH3:36])[C:31]=3[C:30]([Br:6])=[CH:29][N:28]=2)[CH2:25][CH2:26]1)=[O:20])([CH3:17])([CH3:16])[CH3:15], predict the reactants needed to synthesize it. The reactants are: C(=O)(O)[O-].[Na+].[Br:6]N1C(=O)CCC1=O.[C:14]([O:18][C:19]([N:21]1[CH2:26][CH2:25][N:24]([C:27]2[C:32]3[N:33]([CH2:38][C:39]#[C:40][CH3:41])[C:34](=[O:37])[N:35]([CH3:36])[C:31]=3[CH:30]=[CH:29][N:28]=2)[CH2:23][CH2:22]1)=[O:20])([CH3:17])([CH3:16])[CH3:15].C(OCC)(=O)C.